The task is: Predict the product of the given reaction.. This data is from Forward reaction prediction with 1.9M reactions from USPTO patents (1976-2016). Given the reactants [OH:1][C@:2]12[C:19]([CH3:21])([CH3:20])[C:18](=O)[CH2:17][CH2:16][C@:15]1([CH3:23])[C@@H:14]1[C@H:5]([C@H:6]3[C@@:10]([CH2:12][CH2:13]1)([CH3:11])[C@@H:9]([OH:24])[CH2:8][CH2:7]3)[CH2:4][C@@H:3]2[OH:25].[ClH:26].Cl.[NH:28]1[CH2:32][CH2:31][C@@H:30]([O:33][NH2:34])[CH2:29]1, predict the reaction product. The product is: [ClH:26].[NH:28]1[CH2:32][CH2:31][C@@H:30]([O:33]/[N:34]=[C:18]2/[C:19]([CH3:21])([CH3:20])[C@@:2]3([OH:1])[C@:15]([CH3:23])([CH2:16][CH2:17]/2)[C@@H:14]2[C@H:5]([C@H:6]4[C@@:10]([CH2:12][CH2:13]2)([CH3:11])[C@@H:9]([OH:24])[CH2:8][CH2:7]4)[CH2:4][C@@H:3]3[OH:25])[CH2:29]1.